From a dataset of Full USPTO retrosynthesis dataset with 1.9M reactions from patents (1976-2016). Predict the reactants needed to synthesize the given product. (1) Given the product [NH2:27][C@H:22]1[CH2:23][C@@H:24]([CH3:26])[CH2:25][C@@H:20]([C:19]2[CH:18]=[CH:17][N:16]=[CH:15][C:14]=2[NH:13][C:11]([C:8]2[CH:9]=[CH:10][N:5]3[N:4]=[CH:3][C:2]([C:37]4[C:36]([F:35])=[CH:41][C:40]([O:42][CH3:43])=[CH:39][C:38]=4[F:44])=[C:6]3[N:7]=2)=[O:12])[CH2:21]1, predict the reactants needed to synthesize it. The reactants are: Br[C:2]1[CH:3]=[N:4][N:5]2[CH:10]=[CH:9][C:8]([C:11]([NH:13][C:14]3[CH:15]=[N:16][CH:17]=[CH:18][C:19]=3[C@@H:20]3[CH2:25][C@H:24]([CH3:26])[CH2:23][C@H:22]([NH:27]C(=O)OC(C)(C)C)[CH2:21]3)=[O:12])=[N:7][C:6]=12.[F:35][C:36]1[CH:41]=[C:40]([O:42][CH3:43])[CH:39]=[C:38]([F:44])[C:37]=1B(O)O. (2) Given the product [Cl:4][C:5]1[CH:12]=[C:11]([C:13]2[CH:14]=[N:15][CH:16]=[CH:17][C:18]=2[CH:19]([OH:20])[CH3:1])[CH:10]=[CH:9][C:6]=1[C:7]#[N:8], predict the reactants needed to synthesize it. The reactants are: [CH3:1][Mg]Br.[Cl:4][C:5]1[CH:12]=[C:11]([C:13]2[CH:14]=[N:15][CH:16]=[CH:17][C:18]=2[CH:19]=[O:20])[CH:10]=[CH:9][C:6]=1[C:7]#[N:8]. (3) Given the product [CH2:9]([C@@:12]1([CH3:37])[CH2:17][C@H:16]([C:18]2[CH:23]=[CH:22][CH:21]=[C:20]([Cl:24])[CH:19]=2)[C@@H:15]([C:25]2[CH:26]=[CH:27][C:28]([Cl:31])=[CH:29][CH:30]=2)[N:14]([C@@H:32]([CH2:35][CH3:36])[CH2:33][S:42]([CH:39]2[CH2:41][CH2:40]2)(=[O:44])=[O:43])[C:13]1=[O:34])[CH:10]=[CH2:11], predict the reactants needed to synthesize it. The reactants are: FC(F)(F)S([O-])(=O)=O.[CH2:9]([C@@:12]1([CH3:37])[CH2:17][C@H:16]([C:18]2[CH:23]=[CH:22][CH:21]=[C:20]([Cl:24])[CH:19]=2)[C@@H:15]([C:25]2[CH:30]=[CH:29][C:28]([Cl:31])=[CH:27][CH:26]=2)[N+:14]2[C@@H:32]([CH2:35][CH3:36])[CH2:33][O:34][C:13]1=2)[CH:10]=[CH2:11].[Na+].[CH:39]1([S:42]([O-:44])=[O:43])[CH2:41][CH2:40]1.